The task is: Predict the reaction yield, written as a fraction of the theoretical maximum amount of product (1.0 means a 100% yield; for example, 0.34 means a 34% yield).. This data is from Reaction yield outcomes from USPTO patents with 853,638 reactions. (1) The reactants are Cl[C:2]1[CH:7]=[C:6]([Cl:8])[N:5]=[CH:4][N:3]=1.[NH:9]1[CH:13]=[N:12][CH:11]=[N:10]1.C(=O)([O-])[O-].[Cs+].[Cs+]. The catalyst is CN(C=O)C.O. The product is [Cl:8][C:6]1[CH:7]=[C:2]([N:9]2[CH:13]=[N:12][CH:11]=[N:10]2)[N:3]=[CH:4][N:5]=1. The yield is 0.380. (2) The reactants are [CH2:1]([N:8]1[CH:12]=[C:11]([CH3:13])[N:10]=[C:9]1[CH:14]=O)[C:2]1[CH:7]=[CH:6][CH:5]=[CH:4][CH:3]=1.[CH:16](=[N:23]/[C:24]1[CH:32]=[CH:31][CH:30]=[C:29]2[C:25]=1[CH2:26][O:27][C:28]2=[O:33])\[C:17]1[CH:22]=[CH:21][CH:20]=[CH:19][CH:18]=1.[CH3:34][O-:35].[Na+].C(OCC)(=O)CC. No catalyst specified. The product is [CH2:1]([N:8]1[CH:12]=[C:11]([CH3:13])[N:10]=[C:9]1[CH:14]1[C:34](=[O:35])[C:25]2[C:29]([C:28]([O:27][CH3:26])=[O:33])=[CH:30][CH:31]=[CH:32][C:24]=2[NH:23][CH:16]1[C:17]1[CH:22]=[CH:21][CH:20]=[CH:19][CH:18]=1)[C:2]1[CH:3]=[CH:4][CH:5]=[CH:6][CH:7]=1. The yield is 0.250. (3) The product is [C:16]1([C:2]2[CH:3]=[CH:4][C:5]([C:13]([OH:15])=[O:14])=[N:6][C:7]=2[O:8][CH2:9][CH:10]2[CH2:12][CH2:11]2)[CH2:20][CH2:19][CH2:18][CH:17]=1. The reactants are Br[C:2]1[CH:3]=[CH:4][C:5]([C:13]([OH:15])=[O:14])=[N:6][C:7]=1[O:8][CH2:9][CH:10]1[CH2:12][CH2:11]1.[C:16]1(B2OC(C)(C)C(C)(C)O2)[CH2:20][CH2:19][CH2:18][CH:17]=1.C(=O)([O-])[O-].[Na+].[Na+].CN(C=O)C. The yield is 0.890. The catalyst is O.C(Cl)Cl.[Pd](Cl)Cl.C1(P(C2C=CC=CC=2)[C-]2C=CC=C2)C=CC=CC=1.[C-]1(P(C2C=CC=CC=2)C2C=CC=CC=2)C=CC=C1.[Fe+2].